Task: Regression. Given a peptide amino acid sequence and an MHC pseudo amino acid sequence, predict their binding affinity value. This is MHC class II binding data.. Dataset: Peptide-MHC class II binding affinity with 134,281 pairs from IEDB (1) The peptide sequence is LEVLNFDFQANAQLS. The MHC is DRB1_0901 with pseudo-sequence DRB1_0901. The binding affinity (normalized) is 0.442. (2) The peptide sequence is YDKILANVSTVLTGK. The MHC is DRB1_0802 with pseudo-sequence DRB1_0802. The binding affinity (normalized) is 0.790. (3) The peptide sequence is ALWRVSAEEY. The MHC is DRB1_0901 with pseudo-sequence DRB1_0901. The binding affinity (normalized) is 0.395. (4) The peptide sequence is LSKDGCTSAKGPDYK. The MHC is DRB1_0101 with pseudo-sequence DRB1_0101. The binding affinity (normalized) is 0.211. (5) The peptide sequence is LGMNHVLQSIRRNYP. The MHC is DRB4_0101 with pseudo-sequence DRB4_0103. The binding affinity (normalized) is 0.580. (6) The peptide sequence is GVLQTFMRMAWGGSY. The MHC is DRB1_0802 with pseudo-sequence DRB1_0802. The binding affinity (normalized) is 0.200.